From a dataset of Reaction yield outcomes from USPTO patents with 853,638 reactions. Predict the reaction yield, written as a fraction of the theoretical maximum amount of product (1.0 means a 100% yield; for example, 0.34 means a 34% yield). (1) The reactants are Br[C:2]1[N:7]=[C:6]([C:8]([CH3:12])([CH3:11])[C:9]#[N:10])[CH:5]=[CH:4][CH:3]=1.C(O[B:17]([O:22][CH:23]([CH3:25])C)[O:18][CH:19]([CH3:21])C)(C)C.[Li]CCCC.[C:31]1([N:37](CCO)CCO)[CH:36]=[CH:35][CH:34]=[CH:33][CH:32]=1. The catalyst is O1CCCC1. The product is [CH3:11][C:8]([C:6]1[CH:5]=[CH:4][CH:3]=[C:2]([B:17]2[O:18][CH2:19][CH2:21][N:37]([C:31]3[CH:36]=[CH:35][CH:34]=[CH:33][CH:32]=3)[CH2:25][CH2:23][O:22]2)[N:7]=1)([CH3:12])[C:9]#[N:10]. The yield is 0.590. (2) The reactants are [CH3:1][N:2]1[CH2:7][CH2:6][NH:5][CH2:4][CH:3]1[CH3:8].F[C:10]1[CH:20]=[CH:19][C:13]([C:14]([O:16][CH2:17][CH3:18])=[O:15])=[CH:12][CH:11]=1. The catalyst is CC(N(C)C)=O. The product is [CH3:8][CH:3]1[N:2]([CH3:1])[CH2:7][CH2:6][N:5]([C:10]2[CH:20]=[CH:19][C:13]([C:14]([O:16][CH2:17][CH3:18])=[O:15])=[CH:12][CH:11]=2)[CH2:4]1. The yield is 0.325. (3) The reactants are P(Cl)(Cl)([Cl:3])=O.O=[C:7]1[C:12]([C:13]#[N:14])=[CH:11][C:10]([CH3:15])=[C:9]([CH3:16])[NH:8]1. No catalyst specified. The product is [Cl:3][C:7]1[C:12]([C:13]#[N:14])=[CH:11][C:10]([CH3:15])=[C:9]([CH3:16])[N:8]=1. The yield is 0.667. (4) The reactants are [CH3:1][O:2][C:3]1[CH:4]=[C:5]([C:9]([C:14]2[N:22](S(C3C=CC=CC=3)(=O)=O)[C:17]3=[N:18][CH:19]=[CH:20][CH:21]=[C:16]3[CH:15]=2)=[CH:10][CH:11]([CH3:13])[CH3:12])[CH:6]=[CH:7][CH:8]=1.[OH-].[Na+]. The catalyst is C(O)C.O1CCCC1.O. The product is [CH3:1][O:2][C:3]1[CH:4]=[C:5]([C:9]([C:14]2[NH:22][C:17]3=[N:18][CH:19]=[CH:20][CH:21]=[C:16]3[CH:15]=2)=[CH:10][CH:11]([CH3:13])[CH3:12])[CH:6]=[CH:7][CH:8]=1. The yield is 0.900. (5) The reactants are [CH3:1][O:2][C:3]1[C:12]2[C:7](=[C:8]([NH2:13])[CH:9]=[CH:10][CH:11]=2)[N:6]=[CH:5][CH:4]=1.[C:14]1([S:20](Cl)(=[O:22])=[O:21])[CH:19]=[CH:18][CH:17]=[CH:16][CH:15]=1. No catalyst specified. The product is [CH3:1][O:2][C:3]1[C:12]2[C:7](=[C:8]([NH:13][S:20]([C:14]3[CH:19]=[CH:18][CH:17]=[CH:16][CH:15]=3)(=[O:22])=[O:21])[CH:9]=[CH:10][CH:11]=2)[N:6]=[CH:5][CH:4]=1. The yield is 0.170. (6) The yield is 0.200. The product is [Cl:37][C:31]1[CH:32]=[CH:33][CH:34]=[C:35]([F:36])[C:30]=1[CH2:29][S:16][C:14]1[N:15]2[C:8]([C:4]3[CH:5]=[CH:6][CH:7]=[C:2]([Cl:1])[CH:3]=3)=[C:9]([CH2:17][C:18]3[CH:23]=[CH:22][C:21]([O:24][CH3:25])=[C:20]([O:26][CH3:27])[CH:19]=3)[S:10][C:11]2=[N:12][N:13]=1. The reactants are [Cl:1][C:2]1[CH:3]=[C:4]([C:8]2[N:15]3[C:11](=[N:12][N:13]=[C:14]3[SH:16])[S:10][C:9]=2[CH2:17][C:18]2[CH:23]=[CH:22][C:21]([O:24][CH3:25])=[C:20]([O:26][CH3:27])[CH:19]=2)[CH:5]=[CH:6][CH:7]=1.Br[CH2:29][C:30]1[C:35]([F:36])=[CH:34][CH:33]=[CH:32][C:31]=1[Cl:37].C([O-])([O-])=O.[K+].[K+].O. The catalyst is CC(C)=O. (7) The yield is 0.450. The reactants are [Br:1][C:2]1[CH:14]=[CH:13][C:12]2[C:11]3[C:6](=[CH:7][C:8](Br)=[CH:9][CH:10]=3)[C:5]3([C:27]4[CH:26]=[CH:25][CH:24]=[CH:23][C:22]=4[C:21]4[C:16]3=[CH:17][CH:18]=[CH:19][CH:20]=4)[C:4]=2[CH:3]=1.[C:28]1([C:37]2[CH:42]=[CH:41][CH:40]=[CH:39][CH:38]=2)[CH:33]=[CH:32][CH:31]=[CH:30][C:29]=1B(O)O.C([O-])([O-])=O.[Na+].[Na+].CCO. The catalyst is C1C=CC([P]([Pd]([P](C2C=CC=CC=2)(C2C=CC=CC=2)C2C=CC=CC=2)([P](C2C=CC=CC=2)(C2C=CC=CC=2)C2C=CC=CC=2)[P](C2C=CC=CC=2)(C2C=CC=CC=2)C2C=CC=CC=2)(C2C=CC=CC=2)C2C=CC=CC=2)=CC=1.C1(C)C=CC=CC=1. The product is [C:28]1([C:37]2[CH:42]=[CH:41][CH:40]=[CH:39][CH:38]=2)[CH:33]=[CH:32][CH:31]=[CH:30][C:29]=1[C:9]1[CH:10]=[C:11]2[C:6](=[CH:7][CH:8]=1)[C:5]1([C:16]3[CH:17]=[CH:18][CH:19]=[CH:20][C:21]=3[C:22]3[C:27]1=[CH:26][CH:25]=[CH:24][CH:23]=3)[C:4]1[CH:3]=[C:2]([Br:1])[CH:14]=[CH:13][C:12]2=1. (8) The reactants are Br[C:2]1[CH:3]=[C:4]([N:22]([CH:26]2[CH2:31][CH2:30][O:29][CH2:28][CH2:27]2)[C:23](=[O:25])[CH3:24])[C:5]([CH3:21])=[C:6]([CH:20]=1)[C:7]([NH:9][CH2:10][C:11]1[C:12](=[O:19])[NH:13][C:14]([CH3:18])=[CH:15][C:16]=1[CH3:17])=[O:8].[O:32]1[CH2:37][CH2:36][N:35]([CH2:38][C:39]2[CH:44]=[CH:43][C:42](B(O)O)=[CH:41][CH:40]=2)[CH2:34][CH2:33]1.C(=O)([O-])[O-].[Na+].[Na+]. The catalyst is O1CCOCC1.O.CO.C(Cl)Cl. The product is [CH3:17][C:16]1[CH:15]=[C:14]([CH3:18])[NH:13][C:12](=[O:19])[C:11]=1[CH2:10][NH:9][C:7]([C:6]1[CH:20]=[C:2]([C:42]2[CH:41]=[CH:40][C:39]([CH2:38][N:35]3[CH2:36][CH2:37][O:32][CH2:33][CH2:34]3)=[CH:44][CH:43]=2)[CH:3]=[C:4]([N:22]([CH:26]2[CH2:31][CH2:30][O:29][CH2:28][CH2:27]2)[C:23](=[O:25])[CH3:24])[C:5]=1[CH3:21])=[O:8]. The yield is 0.230. (9) The reactants are [O:1]1[CH2:5][CH2:4][O:3][CH:2]1[C:6]1[CH:7]=[CH:8][C:9]([C:12]2[S:20][C:19]3[C:14](=[N:15][CH:16]=[CH:17][C:18]=3[O:21][C:22]3[CH:28]=[CH:27][C:25]([NH2:26])=[CH:24][C:23]=3[F:29])[CH:13]=2)=[N:10][CH:11]=1.CCN([CH:36]([CH3:38])[CH3:37])C(C)C.CN(C(ON1N=N[C:49]2[CH:50]=[CH:51][CH:52]=N[C:48]1=2)=[N+](C)C)C.F[P-](F)(F)(F)(F)F.[CH3:63]O.[C:65](OCC)(=[O:67])C.C[N:72]([CH:74]=[O:75])C. No catalyst specified. The product is [O:1]1[CH2:5][CH2:4][O:3][CH:2]1[C:6]1[CH:7]=[CH:8][C:9]([C:12]2[S:20][C:19]3[C:14](=[N:15][CH:16]=[CH:17][C:18]=3[O:21][C:22]3[CH:28]=[CH:27][C:25]([N:26]([C:48]4[CH:49]=[CH:50][CH:51]=[CH:52][CH:63]=4)[C:65]([C:36]4([C:74]([NH2:72])=[O:75])[CH2:37][CH2:38]4)=[O:67])=[CH:24][C:23]=3[F:29])[CH:13]=2)=[N:10][CH:11]=1. The yield is 0.340. (10) The reactants are Br[C:2]1[CH:3]=[CH:4][CH:5]=[C:6]2[C:10]=1[C:9](=[O:11])[N:8]([CH2:12][CH2:13][C:14]1[N:19]=[C:18]3[CH:20]=[CH:21][S:22][C:17]3=[CH:16][CH:15]=1)[CH2:7]2.O.C([O-])([O-])=O.[K+].[K+].[F:30][C:31]1[CH:36]=[CH:35][C:34](B(O)O)=[CH:33][CH:32]=1. The catalyst is C1(C)C=CC=CC=1.Cl[Pd](Cl)([P](C1C=CC=CC=1)(C1C=CC=CC=1)C1C=CC=CC=1)[P](C1C=CC=CC=1)(C1C=CC=CC=1)C1C=CC=CC=1. The product is [F:30][C:31]1[CH:36]=[CH:35][C:34]([C:2]2[CH:3]=[CH:4][CH:5]=[C:6]3[C:10]=2[C:9](=[O:11])[N:8]([CH2:12][CH2:13][C:14]2[N:19]=[C:18]4[CH:20]=[CH:21][S:22][C:17]4=[CH:16][CH:15]=2)[CH2:7]3)=[CH:33][CH:32]=1. The yield is 0.442.